The task is: Predict which catalyst facilitates the given reaction.. This data is from Catalyst prediction with 721,799 reactions and 888 catalyst types from USPTO. (1) Reactant: [NH2:1][C:2]1[NH:6][N:5]=[C:4]([CH3:7])[C:3]=1[C:8]1[S:9][C:10]2[CH:16]=[C:15]([S:17](O)(=[O:19])=[O:18])[C:14]([F:21])=[CH:13][C:11]=2[N:12]=1.FC1C=CC2SC(C3C(C)=NNC=3N)=[N:28]C=2C=1.N. Product: [NH2:1][C:2]1[NH:6][N:5]=[C:4]([CH3:7])[C:3]=1[C:8]1[S:9][C:10]2[CH:16]=[C:15]([S:17]([NH2:28])(=[O:19])=[O:18])[C:14]([F:21])=[CH:13][C:11]=2[N:12]=1. The catalyst class is: 8. (2) Reactant: [Cl:1][C:2]1[CH:7]=[CH:6][C:5]([CH2:8][NH:9][C:10](=[O:26])[C:11]2[C:16]([O:17]C)=[CH:15][C:14]([N:19]3[CH2:24][CH2:23][O:22][CH2:21][CH2:20]3)=[CH:13][C:12]=2[F:25])=[CH:4][CH:3]=1.B(Br)(Br)Br.O. Product: [Cl:1][C:2]1[CH:7]=[CH:6][C:5]([CH2:8][NH:9][C:10](=[O:26])[C:11]2[C:16]([OH:17])=[CH:15][C:14]([N:19]3[CH2:20][CH2:21][O:22][CH2:23][CH2:24]3)=[CH:13][C:12]=2[F:25])=[CH:4][CH:3]=1. The catalyst class is: 4. (3) Reactant: [F:1][C:2]1[CH:7]=[CH:6][C:5]([N:8]2[C:12]3[CH:13]=[CH:14][C:15]([C:17]([O:19]C)=[O:18])=[CH:16][C:11]=3[N:10]=[CH:9]2)=[CH:4][CH:3]=1.[OH-].[Na+]. Product: [F:1][C:2]1[CH:3]=[CH:4][C:5]([N:8]2[C:12]3[CH:13]=[CH:14][C:15]([C:17]([OH:19])=[O:18])=[CH:16][C:11]=3[N:10]=[CH:9]2)=[CH:6][CH:7]=1. The catalyst class is: 14. (4) Reactant: C(Cl)CCl.[CH3:5][NH:6][CH2:7][C:8]1[NH:9][C:10]2[C:15]([C:16]=1[CH:17]=[CH2:18])=[CH:14][CH:13]=[CH:12][CH:11]=2.Cl.[O:20]=[C:21]1[CH2:26][O:25][C:24]2[CH:27]=[C:28](/[CH:31]=[CH:32]/[C:33](O)=[O:34])[CH:29]=[N:30][C:23]=2[NH:22]1.C1C=CC2N(O)N=NC=2C=1.CCN(C(C)C)C(C)C. Product: [CH3:5][N:6]([CH2:7][C:8]1[NH:9][C:10]2[C:15]([C:16]=1[CH:17]=[CH2:18])=[CH:14][CH:13]=[CH:12][CH:11]=2)[C:33](=[O:34])/[CH:32]=[CH:31]/[C:28]1[CH:29]=[N:30][C:23]2[NH:22][C:21](=[O:20])[CH2:26][O:25][C:24]=2[CH:27]=1. The catalyst class is: 18. (5) Reactant: Cl[C:2]([O:4][CH2:5][C:6]([Cl:9])([Cl:8])[Cl:7])=[O:3].C(=O)([O-])[O-].[Na+].[Na+].[F:16][CH2:17][C:18]([C:22]1[CH:23]=[C:24]([NH2:34])[N:25]([C:27]2[CH:32]=[CH:31][C:30]([CH3:33])=[CH:29][CH:28]=2)[N:26]=1)([CH2:20][F:21])[CH3:19].O. Product: [Cl:7][C:6]([Cl:9])([Cl:8])[CH2:5][O:4][C:2](=[O:3])[NH:34][C:24]1[N:25]([C:27]2[CH:28]=[CH:29][C:30]([CH3:33])=[CH:31][CH:32]=2)[N:26]=[C:22]([C:18]([CH2:17][F:16])([CH3:19])[CH2:20][F:21])[CH:23]=1. The catalyst class is: 1. (6) Reactant: [Cl:1][C:2]1[CH:7]=[CH:6][CH:5]=[CH:4][C:3]=1[CH:8]([C:10]1[C:11]([Cl:17])=[N:12][C:13]([Cl:16])=[CH:14][CH:15]=1)[OH:9]. Product: [Cl:1][C:2]1[CH:7]=[CH:6][CH:5]=[CH:4][C:3]=1[C:8]([C:10]1[C:11]([Cl:17])=[N:12][C:13]([Cl:16])=[CH:14][CH:15]=1)=[O:9]. The catalyst class is: 661. (7) Reactant: [OH:1][C@@H:2]([C@H:4]1[C:36](=[O:37])[N:6]2[C:7]([C:23]([O:25][CH2:26][C:27]3[CH:32]=[CH:31][C:30]([N+:33]([O-:35])=[O:34])=[CH:29][CH:28]=3)=[O:24])=[C:8]([C:11]3[S:15][C:14]4=[C:16]([S:19][CH2:20][CH2:21][OH:22])[N:17]=[CH:18][N:13]4[CH:12]=3)[C@H:9]([CH3:10])[C@H:5]12)[CH3:3].[CH3:38][I:39]. Product: [I-:39].[OH:1][C@@H:2]([C@H:4]1[C:36](=[O:37])[N:6]2[C:7]([C:23]([O:25][CH2:26][C:27]3[CH:32]=[CH:31][C:30]([N+:33]([O-:35])=[O:34])=[CH:29][CH:28]=3)=[O:24])=[C:8]([C:11]3[S:15][C:14]4=[C:16]([S:19][CH2:20][CH2:21][OH:22])[N:17]([CH3:38])[CH:18]=[N+:13]4[CH:12]=3)[C@H:9]([CH3:10])[C@H:5]12)[CH3:3]. The catalyst class is: 4. (8) Reactant: [O:1]1[C:5]2[CH:6]=[C:7]([OH:10])[CH:8]=[CH:9][C:4]=2[N:3]=[CH:2]1.Br[CH2:12][CH:13]1[CH2:15][CH2:14]1.C(=O)([O-])[O-].[K+].[K+].CN(C=O)C. Product: [CH:13]1([CH2:12][O:10][C:7]2[CH:8]=[CH:9][C:4]3[N:3]=[CH:2][O:1][C:5]=3[CH:6]=2)[CH2:15][CH2:14]1. The catalyst class is: 6. (9) Reactant: [OH:1][C@:2]1([C:43](O)=[O:44])[CH2:19][C@H:18]([O:20][C@@H:21]2[O:35][C@@H:34]([CH3:36])[C@H:24]3[O:25][C@H:26]4[N:31]([C@H:23]3[CH2:22]2)[CH2:30][CH2:29][O:28][C@@H:27]4[O:32][CH3:33])[C:17]2[C:4](=[C:5]([OH:42])[C:6]3[C:7](=[O:41])[C:8]4[C:13]([C:14](=[O:38])[C:15]=3[C:16]=2[OH:37])=[C:12]([O:39][CH3:40])[CH:11]=[CH:10][CH:9]=4)[CH2:3]1.C(N(CC)CC)C.[NH:53]1[CH2:58][CH2:57][NH:56][CH2:55][CH2:54]1.C1C=CC2N(O)N=NC=2C=1.C(Cl)CCl. Product: [OH:42][C:5]1[C:4]2[CH2:3][C@@:2]([OH:1])([C:43]([N:53]3[CH2:58][CH2:57][NH:56][CH2:55][CH2:54]3)=[O:44])[CH2:19][C@H:18]([O:20][C@@H:21]3[O:35][C@@H:34]([CH3:36])[C@H:24]4[O:25][C@H:26]5[N:31]([C@H:23]4[CH2:22]3)[CH2:30][CH2:29][O:28][C@@H:27]5[O:32][CH3:33])[C:17]=2[C:16]([OH:37])=[C:15]2[C:6]=1[C:7](=[O:41])[C:8]1[CH:9]=[CH:10][CH:11]=[C:12]([O:39][CH3:40])[C:13]=1[C:14]2=[O:38]. The catalyst class is: 4.